Dataset: Forward reaction prediction with 1.9M reactions from USPTO patents (1976-2016). Task: Predict the product of the given reaction. (1) Given the reactants [F:1][C:2]1([F:36])[CH2:8][N:7]([CH2:9][CH2:10][CH2:11][C:12]2[CH:17]=[CH:16][CH:15]=[CH:14][CH:13]=2)[C:6]2[N:18]=[C:19]([NH:22][C:23]3[CH:31]=[CH:30][C:26]([C:27](O)=[O:28])=[CH:25][C:24]=3[O:32][CH3:33])[N:20]=[CH:21][C:5]=2[N:4]([CH3:34])[C:3]1=[O:35].C([N:39](C(C)C)C(C)C)C.[Cl-].[NH4+], predict the reaction product. The product is: [F:1][C:2]1([F:36])[CH2:8][N:7]([CH2:9][CH2:10][CH2:11][C:12]2[CH:13]=[CH:14][CH:15]=[CH:16][CH:17]=2)[C:6]2[N:18]=[C:19]([NH:22][C:23]3[CH:31]=[CH:30][C:26]([C:27]([NH2:39])=[O:28])=[CH:25][C:24]=3[O:32][CH3:33])[N:20]=[CH:21][C:5]=2[N:4]([CH3:34])[C:3]1=[O:35]. (2) Given the reactants C([O-])(=O)C.[Na+].[Br:6][CH:7](Br)[C:8](=O)[C:9]([F:12])([F:11])[F:10].[BrH:15].Br.[NH2:17][CH2:18][C:19]([NH2:21])=[NH:20].[OH-].[Na+], predict the reaction product. The product is: [Br:15][C:18]1[C:19]([NH2:21])=[N:20][C:8]([C:9]([F:12])([F:11])[F:10])=[C:7]([Br:6])[N:17]=1. (3) Given the reactants [F:1][C:2]1[CH:26]=[C:25]([F:27])[CH:24]=[CH:23][C:3]=1[CH2:4][O:5][C:6]1[CH:11]=[C:10]([CH3:12])[N:9]([C:13]2[CH:18]=[CH:17][C:16]([CH:19]=[CH2:20])=[CH:15][C:14]=2[CH3:21])[C:8](=[O:22])[CH:7]=1.[Br:28]C1C=CC(N2C(C)=CC(OCC3C=CC(F)=CC=3F)=CC2=O)=C(C)C=1.C([Sn](CCCC)(CCCC)C=C)CCC, predict the reaction product. The product is: [Br:28][C:7]1[C:8](=[O:22])[N:9]([C:13]2[CH:18]=[CH:17][C:16]([CH:19]=[CH2:20])=[CH:15][C:14]=2[CH3:21])[C:10]([CH3:12])=[CH:11][C:6]=1[O:5][CH2:4][C:3]1[CH:23]=[CH:24][C:25]([F:27])=[CH:26][C:2]=1[F:1]. (4) Given the reactants [CH:1]([C:4]1[CH:5]=[CH:6][C:7]([O:22][CH3:23])=[C:8]([C:10]2[C:11]([CH:20]=[O:21])=[CH:12][C:13]([C:16]([F:19])([F:18])[F:17])=[CH:14][CH:15]=2)[CH:9]=1)([CH3:3])[CH3:2].C[Si]([C:28]#[N:29])(C)C, predict the reaction product. The product is: [NH2:29][CH2:28][CH:20]([C:11]1[CH:12]=[C:13]([C:16]([F:17])([F:18])[F:19])[CH:14]=[CH:15][C:10]=1[C:8]1[CH:9]=[C:4]([CH:1]([CH3:3])[CH3:2])[CH:5]=[CH:6][C:7]=1[O:22][CH3:23])[OH:21].